Dataset: Full USPTO retrosynthesis dataset with 1.9M reactions from patents (1976-2016). Task: Predict the reactants needed to synthesize the given product. Given the product [C:4]([O:3][C:1](=[O:2])[NH:8][C@H:9]([CH:14]=[O:15])[C@@H:10]([CH3:11])[CH2:12][CH3:13])([CH3:5])([CH3:7])[CH3:6], predict the reactants needed to synthesize it. The reactants are: [C:1]([NH:8][C@H:9]([CH2:14][OH:15])[C@H:10]([CH2:12][CH3:13])[CH3:11])([O:3][C:4]([CH3:7])([CH3:6])[CH3:5])=[O:2].